From a dataset of Forward reaction prediction with 1.9M reactions from USPTO patents (1976-2016). Predict the product of the given reaction. The product is: [CH2:46]([O:53][CH2:54][CH2:55][O:56][CH2:57][CH2:58][O:59][CH2:60][CH2:61][CH:23]([NH:22][C:20]1[CH:19]=[CH:18][CH:17]=[C:16]([CH:15]([S:12]([C:7]2[CH:8]=[CH:9][CH:10]=[CH:11][N:6]=2)(=[O:14])=[O:13])[NH:27][CH2:28][C:29]2[CH:34]=[CH:33][C:32]([C:35]3[S:36][CH:37]=[CH:38][N:39]=3)=[CH:31][CH:30]=2)[N:21]=1)[C:24]([OH:26])=[O:25])[C:47]1[CH:52]=[CH:51][CH:50]=[CH:49][CH:48]=1. Given the reactants CN(C)C=O.[N:6]1[CH:11]=[CH:10][CH:9]=[CH:8][C:7]=1[S:12]([CH:15]([NH:27][CH2:28][C:29]1[CH:34]=[CH:33][C:32]([C:35]2[S:36][CH:37]=[CH:38][N:39]=2)=[CH:31][CH:30]=1)[C:16]1[N:21]=[C:20]([NH:22][CH2:23][C:24]([OH:26])=[O:25])[CH:19]=[CH:18][CH:17]=1)(=[O:14])=[O:13].C(=O)([O-])[O-].[K+].[K+].[CH2:46]([O:53][CH2:54][CH2:55][O:56][CH2:57][CH2:58][O:59][CH2:60][CH2:61]CS([O-])(=O)=O)[C:47]1[CH:52]=[CH:51][CH:50]=[CH:49][CH:48]=1, predict the reaction product.